This data is from Forward reaction prediction with 1.9M reactions from USPTO patents (1976-2016). The task is: Predict the product of the given reaction. (1) Given the reactants [F:1][C:2]1[CH:7]=[CH:6][C:5]([CH:8]([CH3:12])C(O)=O)=[CH:4][CH:3]=1.B.C1C[O:17][CH2:16]C1, predict the reaction product. The product is: [F:1][C:2]1[CH:3]=[CH:4][C:5]([CH2:8][CH2:12][CH2:16][OH:17])=[CH:6][CH:7]=1. (2) Given the reactants [OH:1][C:2]1[CH:3]=[C:4]([CH:11]([CH3:17])[C:12]([O:14][CH2:15][CH3:16])=[O:13])[CH:5]=[CH:6][C:7]=1[N+:8]([O-])=O, predict the reaction product. The product is: [NH2:8][C:7]1[CH:6]=[CH:5][C:4]([CH:11]([CH3:17])[C:12]([O:14][CH2:15][CH3:16])=[O:13])=[CH:3][C:2]=1[OH:1]. (3) Given the reactants [C:1]([NH:8][C@@H:9]([C:12]([OH:14])=[O:13])[CH2:10][OH:11])([O:3][C:4]([CH3:7])([CH3:6])[CH3:5])=[O:2].CN1CCOCC1.ClC(OCC(C)C)=O.[CH2:30]([NH2:37])[C:31]1[CH:36]=[CH:35][CH:34]=[CH:33][CH:32]=1, predict the reaction product. The product is: [C:30]([NH2:37])(=[O:2])[C:31]1[CH:36]=[CH:35][CH:34]=[CH:33][CH:32]=1.[C:1]([NH:8][C@@H:9]([C:12]([OH:14])=[O:13])[CH2:10][OH:11])([O:3][C:4]([CH3:7])([CH3:6])[CH3:5])=[O:2]. (4) Given the reactants [Cl:1][C:2]1[CH:9]=[CH:8][C:5]([C:6]#[N:7])=[C:4]([O:10][C:11]2[CH:19]=[CH:18][CH:17]=[C:16]3[C:12]=2[CH2:13][CH2:14][C:15]3=O)[CH:3]=1.CN.[C:23]([BH3-])#[N:24].[Na+].[C:27]([OH:34])(=[O:33])/[CH:28]=[CH:29]/[C:30]([OH:32])=[O:31], predict the reaction product. The product is: [C:27]([OH:34])(=[O:33])/[CH:28]=[CH:29]/[C:30]([OH:32])=[O:31].[Cl:1][C:2]1[CH:9]=[CH:8][C:5]([C:6]#[N:7])=[C:4]([O:10][C:11]2[CH:19]=[CH:18][CH:17]=[C:16]3[C:12]=2[CH2:13][CH2:14][CH:15]3[NH:24][CH3:23])[CH:3]=1.